Dataset: Full USPTO retrosynthesis dataset with 1.9M reactions from patents (1976-2016). Task: Predict the reactants needed to synthesize the given product. Given the product [Br:1][C:2]1[CH:6]=[CH:5][S:4][C:3]=1[CH:7]=[N:10][OH:11], predict the reactants needed to synthesize it. The reactants are: [Br:1][C:2]1[CH:6]=[CH:5][S:4][C:3]=1[CH:7]=O.Cl.[NH2:10][OH:11].[OH-].[Na+].